Dataset: Forward reaction prediction with 1.9M reactions from USPTO patents (1976-2016). Task: Predict the product of the given reaction. (1) Given the reactants Br[CH2:2][C:3]([C:5]1[CH:10]=[CH:9][CH:8]=[CH:7][CH:6]=1)=O.[NH2:11][C:12](=[S:18])[C:13]([O:15][CH2:16][CH3:17])=[O:14], predict the reaction product. The product is: [C:5]1([C:3]2[N:11]=[C:12]([C:13]([O:15][CH2:16][CH3:17])=[O:14])[S:18][CH:2]=2)[CH:10]=[CH:9][CH:8]=[CH:7][CH:6]=1. (2) The product is: [Cl:22][C:14]1[CH:13]=[C:12]([O:4][CH:1]([CH3:3])[CH3:2])[N+:17]([O-:18])=[C:16]2[CH2:19][CH2:20][CH2:21][C:15]=12. Given the reactants [CH:1]([OH:4])([CH3:3])[CH3:2].CC(C)([O-])C.[K+].Cl[C:12]1[N+:17]([O-:18])=[C:16]2[CH2:19][CH2:20][CH2:21][C:15]2=[C:14]([Cl:22])[CH:13]=1, predict the reaction product. (3) Given the reactants [H-].[Na+].[CH2:3]([OH:7])[C:4]#[C:5][CH3:6].Cl[C:9]1[CH:14]=[C:13]([O:15][CH2:16][C:17]2([CH3:22])[CH2:19][C:18]2([Cl:21])[Cl:20])[N:12]=[CH:11][N:10]=1.[Cl-].[NH4+], predict the reaction product. The product is: [CH2:3]([O:7][C:9]1[CH:14]=[C:13]([O:15][CH2:16][C:17]2([CH3:22])[CH2:19][C:18]2([Cl:21])[Cl:20])[N:12]=[CH:11][N:10]=1)[C:4]#[C:5][CH3:6]. (4) Given the reactants [NH2:1][C:2]1[C:11]([N+:12]([O-])=O)=[CH:10][C:9]([Br:15])=[C:8]([O:16][CH3:17])[C:3]=1[C:4]([O:6][CH3:7])=[O:5].[C:18](OCC)(=O)[CH:19]=[O:20], predict the reaction product. The product is: [Br:15][C:9]1[C:8]([O:16][CH3:17])=[C:3]([C:4]([O:6][CH3:7])=[O:5])[C:2]2[N:1]=[CH:18][C:19](=[O:20])[NH:12][C:11]=2[CH:10]=1. (5) Given the reactants [C:1]([C:4]1[C:5]([NH:25][C:26]2[CH:31]=[CH:30][C:29]([CH2:32][C:33]([O:35]C)=[O:34])=[CH:28][CH:27]=2)=[N:6][N:7]([C:9]2([CH2:22][C:23]#[N:24])[CH2:14][CH2:13][N:12]([C:15]([O:17][C:18]([CH3:21])([CH3:20])[CH3:19])=[O:16])[CH2:11][CH2:10]2)[CH:8]=1)(=[O:3])[NH2:2].[Li+].[OH-].Cl, predict the reaction product. The product is: [C:18]([O:17][C:15]([N:12]1[CH2:13][CH2:14][C:9]([N:7]2[CH:8]=[C:4]([C:1](=[O:3])[NH2:2])[C:5]([NH:25][C:26]3[CH:27]=[CH:28][C:29]([CH2:32][C:33]([OH:35])=[O:34])=[CH:30][CH:31]=3)=[N:6]2)([CH2:22][C:23]#[N:24])[CH2:10][CH2:11]1)=[O:16])([CH3:21])([CH3:19])[CH3:20]. (6) Given the reactants [N:1]1[CH:6]=[CH:5][CH:4]=[CH:3][C:2]=1[CH2:7][NH:8][CH2:9][C:10]1[S:14][C:13]([C:15]([NH:17][C@H:18]([C:23]([OH:25])=[O:24])[CH2:19][CH2:20][CH2:21][NH2:22])=[O:16])=[CH:12][CH:11]=1.C(O)(=O)C.[N:30]1[C:39]2[C:38](=O)[CH2:37][CH2:36][CH2:35][C:34]=2[CH:33]=[CH:32][CH:31]=1.C([BH3-])#N.[Na+], predict the reaction product. The product is: [N:1]1[CH:6]=[CH:5][CH:4]=[CH:3][C:2]=1[CH2:7][NH:8][CH2:9][C:10]1[S:14][C:13]([C:15]([NH:17][C@@H:18]([CH2:19][CH2:20][CH2:21][NH:22][CH:38]2[C:39]3[N:30]=[CH:31][CH:32]=[CH:33][C:34]=3[CH2:35][CH2:36][CH2:37]2)[C:23]([OH:25])=[O:24])=[O:16])=[CH:12][CH:11]=1.